From a dataset of Catalyst prediction with 721,799 reactions and 888 catalyst types from USPTO. Predict which catalyst facilitates the given reaction. (1) Reactant: [ClH:1].[C:2]([C:4]1[CH:9]=[CH:8][C:7]([N:10]2[CH2:15][C@@H:14]3[CH2:16][C@H:11]2[C@@H:12]([NH:17][C@@H:18]2[CH2:23][CH2:22][CH2:21][CH2:20][C@H:19]2[NH:24]C(=O)OC(C)(C)C)[CH2:13]3)=[CH:6][CH:5]=1)#[N:3].CO. Product: [ClH:1].[ClH:1].[NH2:24][C@@H:19]1[CH2:20][CH2:21][CH2:22][CH2:23][C@H:18]1[NH:17][C@@H:12]1[C@H:11]2[CH2:16][C@H:14]([CH2:15][N:10]2[C:7]2[CH:8]=[CH:9][C:4]([C:2]#[N:3])=[CH:5][CH:6]=2)[CH2:13]1. The catalyst class is: 12. (2) Reactant: [O:1]1[C:6]2[CH:7]=[CH:8][C:9]([CH2:11][N:12]([CH:20]3[CH2:25][CH2:24][N:23]([CH2:26][CH2:27][N:28]4[C:37]5[C:32](=[CH:33][C:34]([CH3:38])=[CH:35][CH:36]=5)[CH:31]=[CH:30][C:29]4=[O:39])[CH2:22][CH2:21]3)C(=O)OC(C)(C)C)=[CH:10][C:5]=2[O:4][CH2:3][CH2:2]1.[ClH:40].O1CCOCC1. Product: [ClH:40].[O:1]1[C:6]2[CH:7]=[CH:8][C:9]([CH2:11][NH:12][CH:20]3[CH2:21][CH2:22][N:23]([CH2:26][CH2:27][N:28]4[C:37]5[C:32](=[CH:33][C:34]([CH3:38])=[CH:35][CH:36]=5)[CH:31]=[CH:30][C:29]4=[O:39])[CH2:24][CH2:25]3)=[CH:10][C:5]=2[O:4][CH2:3][CH2:2]1. The catalyst class is: 12. (3) Reactant: [C:1]([O:5][C:6](=[O:14])[NH:7][CH2:8][CH:9]([OH:13])[CH2:10][CH2:11][OH:12])([CH3:4])([CH3:3])[CH3:2].C(N(CC)CC)C.[CH3:22][S:23](Cl)(=[O:25])=[O:24]. Product: [C:1]([O:5][C:6]([NH:7][CH2:8][CH:9]([O:13][S:23]([CH3:22])(=[O:25])=[O:24])[CH2:10][CH2:11][O:12][S:23]([CH3:22])(=[O:25])=[O:24])=[O:14])([CH3:4])([CH3:2])[CH3:3]. The catalyst class is: 4. (4) Reactant: [Cl:1][C:2]1[CH:7]=[CH:6][CH:5]=[CH:4][C:3]=1[C:8](=[O:10])[CH3:9].Br[C:12]1[CH:17]=[CH:16][C:15]([Cl:18])=[C:14]([O:19][CH3:20])[CH:13]=1.CC(C)([O-])C.[Na+].C1(P(C2CCCCC2)C2C=CC=CC=2C2C=CC=CC=2C)CCCCC1. Product: [Cl:18][C:15]1[CH:16]=[CH:17][C:12]([CH2:9][C:8]([C:3]2[CH:4]=[CH:5][CH:6]=[CH:7][C:2]=2[Cl:1])=[O:10])=[CH:13][C:14]=1[O:19][CH3:20]. The catalyst class is: 164.